Dataset: Reaction yield outcomes from USPTO patents with 853,638 reactions. Task: Predict the reaction yield, written as a fraction of the theoretical maximum amount of product (1.0 means a 100% yield; for example, 0.34 means a 34% yield). (1) The reactants are C([O:5][C:6](=[O:38])[CH:7]([NH:11][S:12]([C:15]1[CH:20]=[CH:19][C:18]([C:21]2[CH:26]=[CH:25][C:24]([O:27][C:28]3[CH:37]=[CH:36][C:35]4[C:30](=[CH:31][CH:32]=[CH:33][CH:34]=4)[N:29]=3)=[CH:23][CH:22]=2)=[CH:17][CH:16]=1)(=[O:14])=[O:13])[CH:8]([CH3:10])[CH3:9])(C)(C)C. The catalyst is ClC(Cl)C.C(O)(C(F)(F)F)=O. The product is [CH3:9][CH:8]([CH3:10])[CH:7]([NH:11][S:12]([C:15]1[CH:16]=[CH:17][C:18]([C:21]2[CH:26]=[CH:25][C:24]([O:27][C:28]3[CH:37]=[CH:36][C:35]4[C:30](=[CH:31][CH:32]=[CH:33][CH:34]=4)[N:29]=3)=[CH:23][CH:22]=2)=[CH:19][CH:20]=1)(=[O:13])=[O:14])[C:6]([OH:38])=[O:5]. The yield is 0.580. (2) The reactants are [CH2:1]([N:3]1[CH2:8][CH2:7][N:6]2[N:9]=[C:10]([NH:12][C:13]3[C:14](=[O:29])[N:15]([CH3:28])[CH:16]=[C:17](B4OC(C)(C)C(C)(C)O4)[CH:18]=3)[CH:11]=[C:5]2[CH2:4]1)[CH3:2].Cl[C:31]1[C:36]([CH:37]=[O:38])=[C:35]([N:39]2[CH2:51][CH2:50][C:49]3[N:48]4[C:43]([CH2:44][CH2:45][CH2:46][CH2:47]4)=[CH:42][C:41]=3[C:40]2=[O:52])[N:34]=[CH:33][CH:32]=1.[O-]P([O-])([O-])=O.[K+].[K+].[K+].C([O-])(=O)C.[Na+]. The catalyst is C1C=CC(P(C2C=CC=CC=2)[C-]2C=CC=C2)=CC=1.C1C=CC(P(C2C=CC=CC=2)[C-]2C=CC=C2)=CC=1.Cl[Pd]Cl.[Fe+2].O.C(#N)C. The product is [CH2:1]([N:3]1[CH2:8][CH2:7][N:6]2[N:9]=[C:10]([NH:12][C:13]3[C:14](=[O:29])[N:15]([CH3:28])[CH:16]=[C:17]([C:31]4[C:36]([CH:37]=[O:38])=[C:35]([N:39]5[CH2:51][CH2:50][C:49]6[N:48]7[C:43]([CH2:44][CH2:45][CH2:46][CH2:47]7)=[CH:42][C:41]=6[C:40]5=[O:52])[N:34]=[CH:33][CH:32]=4)[CH:18]=3)[CH:11]=[C:5]2[CH2:4]1)[CH3:2]. The yield is 0.560. (3) The reactants are I[C:2]1[CH:7]=[CH:6][C:5]([N:8]2[CH2:13][CH2:12][C:11]3[C:14]([S:25]([CH3:28])(=[O:27])=[O:26])=[N:15][N:16]([C:17]4[CH:22]=[CH:21][C:20]([O:23][CH3:24])=[CH:19][CH:18]=4)[C:10]=3[C:9]2=[O:29])=[CH:4][CH:3]=1.C(OC([N:40]1[CH2:45][CH2:44][NH:43][C:42](=[O:46])[CH2:41]1)=O)C1C=CC=CC=1.C([O-])([O-])=O.[K+].[K+].CS(C)=O. The catalyst is CCOC(C)=O.O.[Cu]I. The product is [CH3:24][O:23][C:20]1[CH:21]=[CH:22][C:17]([N:16]2[C:10]3[C:9](=[O:29])[N:8]([C:5]4[CH:6]=[CH:7][C:2]([N:43]5[CH2:44][CH2:45][NH:40][CH2:41][C:42]5=[O:46])=[CH:3][CH:4]=4)[CH2:13][CH2:12][C:11]=3[C:14]([S:25]([CH3:28])(=[O:27])=[O:26])=[N:15]2)=[CH:18][CH:19]=1. The yield is 0.270.